This data is from Catalyst prediction with 721,799 reactions and 888 catalyst types from USPTO. The task is: Predict which catalyst facilitates the given reaction. Reactant: [Cl:1][C:2]1[CH:40]=[CH:39][CH:38]=[C:37]([Cl:41])[C:3]=1[CH2:4][O:5][CH2:6][C@@H:7]1[CH2:12][O:11][C:10]2[CH:13]=[CH:14][C:15]([CH2:17][CH2:18][N:19]3[CH2:23][C@@H:22]([C:24]4[CH:35]=[CH:34][C:27]5[O:28][C:29]([CH3:33])([CH3:32])[O:30][CH2:31][C:26]=5[CH:25]=4)[O:21]C3=O)=[CH:16][C:9]=2[O:8]1.C[Si](C)(C)[O-].[K+].P([O-])([O-])([O-])=O. Product: [Cl:1][C:2]1[CH:40]=[CH:39][CH:38]=[C:37]([Cl:41])[C:3]=1[CH2:4][O:5][CH2:6][C@@H:7]1[CH2:12][O:11][C:10]2[CH:13]=[CH:14][C:15]([CH2:17][CH2:18][NH:19][CH2:23][C@@H:22]([C:24]3[CH:35]=[CH:34][C:27]4[O:28][C:29]([CH3:33])([CH3:32])[O:30][CH2:31][C:26]=4[CH:25]=3)[OH:21])=[CH:16][C:9]=2[O:8]1. The catalyst class is: 1.